This data is from Forward reaction prediction with 1.9M reactions from USPTO patents (1976-2016). The task is: Predict the product of the given reaction. Given the reactants [OH-].[CH2:2]([N+:8]([CH2:21][CH2:22][CH2:23][CH2:24][CH2:25][CH3:26])([CH2:15][CH2:16][CH2:17][CH2:18][CH2:19][CH3:20])[CH2:9][CH2:10][CH2:11][CH2:12][CH2:13][CH3:14])[CH2:3][CH2:4][CH2:5][CH2:6][CH3:7].[CH3:27][O:28][C:29](=[O:32])[O:30]C.Cl.COC(=O)[O-], predict the reaction product. The product is: [CH3:27][O:28][C:29](=[O:30])[O-:32].[CH2:21]([N+:8]([CH2:2][CH2:3][CH2:4][CH2:5][CH2:6][CH3:7])([CH2:9][CH2:10][CH2:11][CH2:12][CH2:13][CH3:14])[CH2:15][CH2:16][CH2:17][CH2:18][CH2:19][CH3:20])[CH2:22][CH2:23][CH2:24][CH2:25][CH3:26].